The task is: Predict which catalyst facilitates the given reaction.. This data is from Catalyst prediction with 721,799 reactions and 888 catalyst types from USPTO. (1) Reactant: O1CCCC1.[F:6][C:7]([F:16])([F:15])[C:8]1[CH:12]=[CH:11][N:10]([CH2:13][OH:14])[N:9]=1.[C:17]1([CH3:37])[CH:22]=[CH:21][C:20]([S:23](O[S:23]([C:20]2[CH:21]=[CH:22][C:17]([CH3:37])=[CH:18][CH:19]=2)(=[O:25])=[O:24])(=[O:25])=[O:24])=[CH:19][CH:18]=1.C(N(CC)CC)C. Product: [CH3:37][C:17]1[CH:22]=[CH:21][C:20]([S:23]([O:14][CH2:13][N:10]2[CH:11]=[CH:12][C:8]([C:7]([F:6])([F:15])[F:16])=[N:9]2)(=[O:25])=[O:24])=[CH:19][CH:18]=1. The catalyst class is: 84. (2) Reactant: C([O:8][C@@H:9]1[C@H:13]2[N:14]([C:16]([O:18][C:19]([CH3:22])([CH3:21])[CH3:20])=[O:17])[CH2:15][C@@H:10]1[O:11][CH2:12]2)C1C=CC=CC=1. Product: [OH:8][C@@H:9]1[C@H:13]2[N:14]([C:16]([O:18][C:19]([CH3:22])([CH3:21])[CH3:20])=[O:17])[CH2:15][C@@H:10]1[O:11][CH2:12]2. The catalyst class is: 43. (3) Product: [Cl:20][C:29]1[C:30]2[CH2:38][N:37]([C:39]([O:41][C:42]([CH3:45])([CH3:44])[CH3:43])=[O:40])[CH2:36][CH2:35][C:31]=2[N:32]=[CH:33][N:34]=1. Reactant: C1C=CC(P(C2C=CC=CC=2)C2C=CC=CC=2)=CC=1.[Cl:20]N1C(=O)CCC1=O.O[C:29]1[C:30]2[CH2:38][N:37]([C:39]([O:41][C:42]([CH3:45])([CH3:44])[CH3:43])=[O:40])[CH2:36][CH2:35][C:31]=2[N:32]=[CH:33][N:34]=1.C(N(CC)CC)C. The catalyst class is: 12. (4) Reactant: Cl.[NH2:2][C@@H:3]([C:5]([NH2:7])=[O:6])[CH3:4].C(N(CC)CC)C.[F:15][C:16]1[CH:31]=[CH:30][CH:29]=[CH:28][C:17]=1[CH2:18][O:19][C:20]1[CH:27]=[CH:26][C:23]([CH:24]=O)=[CH:22][CH:21]=1.FC1C=CC=CC=1CC1C=C(C=CC=1OCC1C=CC=CC=1F)C=O.[BH4-].[Na+]. Product: [F:15][C:16]1[CH:31]=[CH:30][CH:29]=[CH:28][C:17]=1[CH2:18][O:19][C:20]1[CH:27]=[CH:26][C:23]([CH2:24][NH:2][C@H:3]([CH3:4])[C:5]([NH2:7])=[O:6])=[CH:22][CH:21]=1. The catalyst class is: 72. (5) Reactant: [NH2:1][CH2:2][C:3]([C:12]1[CH:17]=[CH:16][CH:15]=[CH:14][CH:13]=1)([C:6]1[CH:11]=[CH:10][CH:9]=[CH:8][CH:7]=1)[CH2:4][OH:5].[CH3:18][C:19]([O:22][C:23](O[C:23]([O:22][C:19]([CH3:21])([CH3:20])[CH3:18])=[O:24])=[O:24])([CH3:21])[CH3:20]. Product: [OH:5][CH2:4][C:3]([C:12]1[CH:17]=[CH:16][CH:15]=[CH:14][CH:13]=1)([C:6]1[CH:11]=[CH:10][CH:9]=[CH:8][CH:7]=1)[CH2:2][NH:1][C:23](=[O:24])[O:22][C:19]([CH3:21])([CH3:20])[CH3:18]. The catalyst class is: 4. (6) Reactant: [CH3:1][O:2][C:3]1[C:12]2[CH2:11][C@@H:10]([NH:13][C:14](=[O:19])[C:15]([F:18])([F:17])[F:16])[CH2:9][CH2:8][C:7]=2[C:6]([S:20](Cl)(=[O:22])=[O:21])=[CH:5][CH:4]=1.[NH3:24]. Product: [NH2:24][S:20]([C:6]1[CH:5]=[CH:4][C:3]([O:2][CH3:1])=[C:12]2[C:7]=1[CH2:8][CH2:9][C@H:10]([NH:13][C:14](=[O:19])[C:15]([F:18])([F:17])[F:16])[CH2:11]2)(=[O:22])=[O:21]. The catalyst class is: 5. (7) Reactant: [CH3:1][O:2][C:3]1[CH:4]=[C:5]2[C:10](=[CH:11][C:12]=1[O:13][CH3:14])[N:9]=[CH:8][CH:7]=[C:6]2[O:15][C:16]1[CH:22]=[CH:21][C:19]([NH2:20])=[CH:18][CH:17]=1.C1(C)C=CC=CC=1.C(N(CC)CC)C.ClC(Cl)(O[C:41](=[O:47])[O:42][C:43](Cl)(Cl)Cl)Cl.[CH3:49][O:50][C:51]1[CH:61]=[CH:60][CH:59]=[CH:58][C:52]=1[O:53][CH2:54][CH2:55]CO. Product: [CH3:1][O:2][C:3]1[CH:4]=[C:5]2[C:10](=[CH:11][C:12]=1[O:13][CH3:14])[N:9]=[CH:8][CH:7]=[C:6]2[O:15][C:16]1[CH:22]=[CH:21][C:19]([NH:20][C:41](=[O:47])[O:42][CH2:43][CH2:55][CH2:54][O:53][C:52]2[CH:58]=[CH:59][CH:60]=[CH:61][C:51]=2[O:50][CH3:49])=[CH:18][CH:17]=1. The catalyst class is: 2. (8) Reactant: [F:1][C:2]([F:25])([F:24])[O:3][C:4]1[CH:9]=[CH:8][CH:7]=[CH:6][C:5]=1[NH:10][C:11](=[O:23])[NH:12][C:13]1[S:14][CH:15]=[C:16]([C:18]([O:20]CC)=[O:19])[N:17]=1.[OH-].[Na+].Cl. Product: [F:25][C:2]([F:1])([F:24])[O:3][C:4]1[CH:9]=[CH:8][CH:7]=[CH:6][C:5]=1[NH:10][C:11](=[O:23])[NH:12][C:13]1[S:14][CH:15]=[C:16]([C:18]([OH:20])=[O:19])[N:17]=1. The catalyst class is: 12. (9) Reactant: [OH:1][C:2]1[N:11]=[CH:10][CH:9]=[C:8]2[C:3]=1[CH:4]=[C:5]([C:27]1[CH:32]=[CH:31][CH:30]=[CH:29][CH:28]=1)[C:6]([C:12]1[CH:26]=[CH:25][C:15]([CH2:16][NH:17][C:18](=[O:24])[O:19][C:20]([CH3:23])([CH3:22])[CH3:21])=[CH:14][CH:13]=1)=[N:7]2.C1C(=O)N([I:40])C(=O)C1. The catalyst class is: 23. Product: [OH:1][C:2]1[N:11]=[CH:10][C:9]([I:40])=[C:8]2[C:3]=1[CH:4]=[C:5]([C:27]1[CH:28]=[CH:29][CH:30]=[CH:31][CH:32]=1)[C:6]([C:12]1[CH:26]=[CH:25][C:15]([CH2:16][NH:17][C:18](=[O:24])[O:19][C:20]([CH3:23])([CH3:22])[CH3:21])=[CH:14][CH:13]=1)=[N:7]2. (10) Reactant: [Li+].[OH-].[C:3]1([CH2:9][O:10][C:11]2[CH:20]=[CH:19][C:18]([C:21]([N:23]3[CH2:27][CH2:26][CH2:25][CH2:24]3)=[O:22])=[CH:17][C:12]=2[C:13]([O:15]C)=[O:14])[CH:8]=[CH:7][CH:6]=[CH:5][CH:4]=1.Cl. Product: [C:3]1([CH2:9][O:10][C:11]2[CH:20]=[CH:19][C:18]([C:21]([N:23]3[CH2:24][CH2:25][CH2:26][CH2:27]3)=[O:22])=[CH:17][C:12]=2[C:13]([OH:15])=[O:14])[CH:4]=[CH:5][CH:6]=[CH:7][CH:8]=1. The catalyst class is: 132.